This data is from Peptide-MHC class II binding affinity with 134,281 pairs from IEDB. The task is: Regression. Given a peptide amino acid sequence and an MHC pseudo amino acid sequence, predict their binding affinity value. This is MHC class II binding data. (1) The binding affinity (normalized) is 0.433. The peptide sequence is SRCYSIYLSINGVLE. The MHC is DRB1_0301 with pseudo-sequence DRB1_0301. (2) The peptide sequence is DGTYDITKLGAKPDG. The MHC is DRB1_0101 with pseudo-sequence DRB1_0101. The binding affinity (normalized) is 0.351. (3) The binding affinity (normalized) is 0.317. The MHC is DRB1_0404 with pseudo-sequence DRB1_0404. The peptide sequence is VIRDLAAMDGGGFYA. (4) The peptide sequence is FAVVDLNKMRAVWVD. The MHC is DRB1_0101 with pseudo-sequence DRB1_0101. The binding affinity (normalized) is 0.641. (5) The peptide sequence is NEPLVTMPIGYVTHG. The MHC is DRB1_0101 with pseudo-sequence DRB1_0101. The binding affinity (normalized) is 0.986. (6) The peptide sequence is IIFSKNLNIKLNMPL. The MHC is HLA-DQA10401-DQB10402 with pseudo-sequence HLA-DQA10401-DQB10402. The binding affinity (normalized) is 0.171. (7) The peptide sequence is LGAVYRYKKLKEMSA. The binding affinity (normalized) is 0.389. The MHC is DRB4_0101 with pseudo-sequence DRB4_0103.